Dataset: Forward reaction prediction with 1.9M reactions from USPTO patents (1976-2016). Task: Predict the product of the given reaction. (1) Given the reactants C1(P(C2C=CC=CC=2)C2C=CC=CC=2)C=CC=CC=1.[C:20]([Br:24])(Br)(Br)Br.[CH2:25]([O:32][C:33]1[CH:60]=[CH:59][C:58]([CH2:61]CO)=[CH:57][C:34]=1[C:35]([NH:37][C:38]1[CH:50]=[C:49]([C:51]2[CH:56]=[CH:55][CH:54]=[CH:53][CH:52]=2)[CH:48]=[CH:47][C:39]=1[C:40]([O:42][C:43]([CH3:46])([CH3:45])[CH3:44])=[O:41])=[O:36])[C:26]1[CH:31]=[CH:30][CH:29]=[CH:28][CH:27]=1, predict the reaction product. The product is: [CH2:25]([O:32][C:33]1[CH:60]=[CH:59][C:58]([CH2:61][CH2:20][Br:24])=[CH:57][C:34]=1[C:35]([NH:37][C:38]1[CH:50]=[C:49]([C:51]2[CH:56]=[CH:55][CH:54]=[CH:53][CH:52]=2)[CH:48]=[CH:47][C:39]=1[C:40]([O:42][C:43]([CH3:46])([CH3:45])[CH3:44])=[O:41])=[O:36])[C:26]1[CH:27]=[CH:28][CH:29]=[CH:30][CH:31]=1. (2) Given the reactants [Cl:1][C:2]1[N:7]=[C:6]([CH2:8][C:9]([C:12]2[CH:17]=[CH:16][C:15]([F:18])=[CH:14][CH:13]=2)=[N:10]O)[CH:5]=[CH:4][CH:3]=1.FC(F)(F)C(OC(=O)C(F)(F)F)=O.C(N(CC)CC)C, predict the reaction product. The product is: [Cl:1][C:2]1[N:7]2[N:10]=[C:9]([C:12]3[CH:17]=[CH:16][C:15]([F:18])=[CH:14][CH:13]=3)[CH:8]=[C:6]2[CH:5]=[CH:4][CH:3]=1. (3) Given the reactants [CH2:1]1[O:11][C:10]2[CH:9]=[CH:8][C:5]([CH2:6]Br)=[CH:4][C:3]=2[O:2]1.[NH:12]1[CH2:17][CH2:16][CH:15]([C:18]2[CH:23]=[CH:22][C:21]([C:24]3[N:29]=[C:28]([NH2:30])[CH:27]=[CH:26][CH:25]=3)=[CH:20][CH:19]=2)[CH2:14][CH2:13]1, predict the reaction product. The product is: [CH2:1]1[O:11][C:10]2[CH:9]=[CH:8][C:5]([CH2:6][N:12]3[CH2:17][CH2:16][CH:15]([C:18]4[CH:19]=[CH:20][C:21]([C:24]5[N:29]=[C:28]([NH2:30])[CH:27]=[CH:26][CH:25]=5)=[CH:22][CH:23]=4)[CH2:14][CH2:13]3)=[CH:4][C:3]=2[O:2]1. (4) Given the reactants [Si]([O:8][C:9]1[CH:14]=[CH:13][C:12]([CH2:15][C:16]([O:18][CH2:19][C:20]2[CH:25]=[CH:24][CH:23]=[CH:22][CH:21]=2)=[O:17])=[C:11]([CH:26]2[CH2:28][CH2:27]2)[CH:10]=1)(C(C)(C)C)(C)C.[F-].C([N+](CCCC)(CCCC)CCCC)CCC.O, predict the reaction product. The product is: [CH:26]1([C:11]2[CH:10]=[C:9]([OH:8])[CH:14]=[CH:13][C:12]=2[CH2:15][C:16]([O:18][CH2:19][C:20]2[CH:21]=[CH:22][CH:23]=[CH:24][CH:25]=2)=[O:17])[CH2:27][CH2:28]1. (5) Given the reactants [CH3:1][O:2][C:3]1[CH:4]=[C:5]2[C:10](=[CH:11][C:12]=1[O:13][CH3:14])[N:9]=[CH:8][N:7]=[C:6]2[O:15][C:16]1[CH:17]=[C:18]([O:26][CH3:27])[C:19]([CH2:22][C:23](O)=[O:24])=[N:20][CH:21]=1.[CH3:28][N:29]([CH2:31][C:32]1[CH:33]=[C:34]([CH:36]=[C:37]([CH3:39])[CH:38]=1)[NH2:35])[CH3:30], predict the reaction product. The product is: [CH3:30][N:29]([CH2:31][C:32]1[CH:33]=[C:34]([NH:35][C:23](=[O:24])[CH2:22][C:19]2[C:18]([O:26][CH3:27])=[CH:17][C:16]([O:15][C:6]3[C:5]4[C:10](=[CH:11][C:12]([O:13][CH3:14])=[C:3]([O:2][CH3:1])[CH:4]=4)[N:9]=[CH:8][N:7]=3)=[CH:21][N:20]=2)[CH:36]=[C:37]([CH3:39])[CH:38]=1)[CH3:28]. (6) Given the reactants [N:1]1[CH:6]=[CH:5][C:4]([CH3:7])=[CH:3][CH:2]=1.[CH:8]([I:11])([CH3:10])[CH3:9], predict the reaction product. The product is: [I-:11].[CH:8]([N+:1]1[CH:6]=[CH:5][C:4]([CH3:7])=[CH:3][CH:2]=1)([CH3:10])[CH3:9].